Dataset: Full USPTO retrosynthesis dataset with 1.9M reactions from patents (1976-2016). Task: Predict the reactants needed to synthesize the given product. (1) Given the product [NH2:22][CH2:21][CH2:20][C:14]1[C:15]([N:17]([CH3:18])[CH3:19])=[N:16][C:11]([CH:8]2[CH2:9][CH2:10]2)=[CH:12][CH:13]=1, predict the reactants needed to synthesize it. The reactants are: [BH4-].[Li+].Cl[Si](C)(C)C.[CH:8]1([C:11]2[N:16]=[C:15]([N:17]([CH3:19])[CH3:18])[C:14](/[CH:20]=[CH:21]/[N+:22]([O-])=O)=[CH:13][CH:12]=2)[CH2:10][CH2:9]1. (2) Given the product [CH2:1]([O:3][C:4]([N:6]1[C:15]2[C:10](=[N:11][C:12]([CH2:16][NH2:17])=[CH:13][CH:14]=2)[C@@H:9]([NH:18][C:19]2[N:24]=[C:23]([CH2:25][C:26]3[CH:31]=[C:30]([C:32]([F:34])([F:33])[F:35])[CH:29]=[C:28]([C:36]([F:39])([F:37])[F:38])[CH:27]=3)[C:22]([N:40]3[CH2:41][CH2:42][O:43][CH2:44][CH2:45]3)=[CH:21][N:20]=2)[CH2:8][C@H:7]1[CH2:46][CH3:47])=[O:5])[CH3:2], predict the reactants needed to synthesize it. The reactants are: [CH2:1]([O:3][C:4]([N:6]1[C:15]2[C:10](=[N:11][C:12]([C:16]#[N:17])=[CH:13][CH:14]=2)[C@@H:9]([NH:18][C:19]2[N:24]=[C:23]([CH2:25][C:26]3[CH:31]=[C:30]([C:32]([F:35])([F:34])[F:33])[CH:29]=[C:28]([C:36]([F:39])([F:38])[F:37])[CH:27]=3)[C:22]([N:40]3[CH2:45][CH2:44][O:43][CH2:42][CH2:41]3)=[CH:21][N:20]=2)[CH2:8][C@H:7]1[CH2:46][CH3:47])=[O:5])[CH3:2]. (3) Given the product [CH:32]([N:14]([CH2:13][C@H:11]1[C@H:10]([NH:35][S:43]([CH2:42][C:36]2[CH:41]=[CH:40][CH:39]=[CH:38][CH:37]=2)(=[O:45])=[O:44])[CH2:9][NH:8][CH2:12]1)[C:15]([C:17]1[CH:25]=[C:24]2[C:20]([C:21]([CH3:31])=[CH:22][N:23]2[CH2:26][CH2:27][CH2:28][O:29][CH3:30])=[CH:19][CH:18]=1)=[O:16])([CH3:34])[CH3:33], predict the reactants needed to synthesize it. The reactants are: C(OC([N:8]1[CH2:12][C@@H:11]([CH2:13][N:14]([CH:32]([CH3:34])[CH3:33])[C:15]([C:17]2[CH:25]=[C:24]3[C:20]([C:21]([CH3:31])=[CH:22][N:23]3[CH2:26][CH2:27][CH2:28][O:29][CH3:30])=[CH:19][CH:18]=2)=[O:16])[C@H:10]([NH2:35])[CH2:9]1)=O)(C)(C)C.[C:36]1([CH2:42][S:43](Cl)(=[O:45])=[O:44])[CH:41]=[CH:40][CH:39]=[CH:38][CH:37]=1.CC#N.O.CC#N. (4) Given the product [CH:1]1[C:11]2[CH2:10][C:9]3([CH2:15][CH2:14][CH:13]([N:16]([CH3:24])[CH2:17][CH2:18][CH2:19][C:20]([OH:22])=[O:21])[CH2:12]3)[C:8]3[CH:25]=[CH:26][CH:27]=[CH:28][C:7]=3[CH2:6][C:5]=2[CH:4]=[CH:3][CH:2]=1, predict the reactants needed to synthesize it. The reactants are: [CH:1]1[C:11]2[CH2:10][C:9]3([CH2:15][CH2:14][CH:13]([N:16]([CH3:24])[CH2:17][CH2:18][CH2:19][C:20]([O:22]C)=[O:21])[CH2:12]3)[C:8]3[CH:25]=[CH:26][CH:27]=[CH:28][C:7]=3[CH2:6][C:5]=2[CH:4]=[CH:3][CH:2]=1.[Li+].[OH-].